This data is from Forward reaction prediction with 1.9M reactions from USPTO patents (1976-2016). The task is: Predict the product of the given reaction. (1) Given the reactants [N:1]1([CH2:6][C@@H:7]([O:14][C:15]2[CH:24]=[CH:23][C:22]3[C:21](=[O:25])[CH2:20][CH2:19][CH2:18][C:17]=3[C:16]=2[CH2:26][S:27]([C:30]2[CH:38]=[CH:37][C:33]([C:34](O)=[O:35])=[CH:32][CH:31]=2)(=[O:29])=[O:28])[C:8]2[CH:13]=[CH:12][CH:11]=[CH:10][CH:9]=2)[CH:5]=[CH:4][N:3]=[CH:2]1.[NH2:39][CH2:40][CH:41]([OH:43])[CH3:42], predict the reaction product. The product is: [OH:43][CH:41]([CH3:42])[CH2:40][NH:39][C:34](=[O:35])[C:33]1[CH:32]=[CH:31][C:30]([S:27]([CH2:26][C:16]2[C:17]3[CH2:18][CH2:19][CH2:20][C:21](=[O:25])[C:22]=3[CH:23]=[CH:24][C:15]=2[O:14][C@@H:7]([C:8]2[CH:13]=[CH:12][CH:11]=[CH:10][CH:9]=2)[CH2:6][N:1]2[CH:5]=[CH:4][N:3]=[CH:2]2)(=[O:29])=[O:28])=[CH:38][CH:37]=1. (2) Given the reactants [CH3:1][C:2]1[CH:10]=[C:9]2[C:5]([CH:6]=[CH:7][NH:8]2)=[CH:4][CH:3]=1.Cl[C:12]([O:14][CH2:15][CH3:16])=[O:13], predict the reaction product. The product is: [CH2:15]([O:14][C:12]([N:8]1[C:9]2[C:5](=[CH:4][CH:3]=[C:2]([CH3:1])[CH:10]=2)[CH:6]=[CH:7]1)=[O:13])[CH3:16]. (3) Given the reactants CC1C=CC(S(O[CH2:12][CH:13]2[CH2:17][C:16]3[CH:18]=[C:19]([Cl:30])[CH:20]=[C:21]([C:22]4[CH:27]=[C:26]([F:28])[CH:25]=[CH:24][C:23]=4[F:29])[C:15]=3[O:14]2)(=O)=O)=CC=1.[CH3:31][NH2:32], predict the reaction product. The product is: [Cl:30][C:19]1[CH:20]=[C:21]([C:22]2[CH:27]=[C:26]([F:28])[CH:25]=[CH:24][C:23]=2[F:29])[C:15]2[O:14][CH:13]([CH2:12][NH:32][CH3:31])[CH2:17][C:16]=2[CH:18]=1.